Dataset: Experimentally validated miRNA-target interactions with 360,000+ pairs, plus equal number of negative samples. Task: Binary Classification. Given a miRNA mature sequence and a target amino acid sequence, predict their likelihood of interaction. (1) The miRNA is cel-miR-239b-5p with sequence UUUGUACUACACAAAAGUACUG. The protein sequence of the target gene is MFLVLERKMRTHQVFPLPLLLVIASVASENASTSRGCGLDLLPQYVSLCDLDAIWGIVVEAVAGAGALITLLLMLILLVRLPFIKDKERKRPVCLHFLFLLGTLGLFGLTFAFIIQMDETICSIRRFLWGVLFALCFSCLLSQAWRVRRLVRQGTSPASWQLVSLALCLMLVQVIIATEWLVLTVLRDTKPACAYEPMDFVMALIYDMVLLAITLAQSLFTLCGKFKRWKVNGAFILVTTFLSALIWVVWMTMYLFGNSLIKQGDAWSDPTLAITLAASGWVFVIFHAIPEIHYTLLPPL.... Result: 0 (no interaction). (2) The miRNA is hsa-miR-520h with sequence ACAAAGUGCUUCCCUUUAGAGU. The protein sequence of the target gene is MGSEKDSESPRSTSLHAAAPDPKCRSGGRRRRLTLHSVFSASARGRRARAKPQAEPPPPAAQPPPAPAPAAAQGPPPEALPAEPAAEAEAEAAAAAAEPGFDDEEAAEGGGPGAEEVECPLCLVRLPPERAPRLLSCPHRSCRDCLRHYLRLEISESRVPISCPECSERLNPHDIRLLLADPPLMHKYEEFMLRRYLASDPDCRWCPAPDCGYAVIAYGCASCPKLTCEREGCQTEFCYHCKQIWHPNQTCDMARQQRAQTLRVRTKHTSGLSYGQESGPADDIKPCPRCSAYIIKMNDG.... Result: 1 (interaction). (3) The miRNA is hsa-miR-3915 with sequence UUGAGGAAAAGAUGGUCUUAUU. The protein sequence of the target gene is MVPRSTSLTLIVFLFHRLSKAPGKMVENSPSPLPERAIYGFVLFLSSQFGFILYLVWAFIPESWLNSLGLTYWPQKYWAVALPVYLLIAIVIGYVLLFGINMMSTSPLDSIHTITDNYAKNQQQKKYQEEAIPALRDISISEVNQMFFLAAKELYTKN. Result: 0 (no interaction). (4) The miRNA is rno-miR-99a-5p with sequence AACCCGUAGAUCCGAUCUUGUG. The protein sequence of the target gene is MSDGAAARRWGKCGPPCSRESIMVAFKGVWTQAFWKAVTAEFLAMLIFVLLSVGSTINWGGSENPLPVDMVLISLCFGLSIATMVQCFGHISGGHINPAVTVAMVCTRKISIAKSVFYITAQCLGAIIGAGILYLVTPPSVVGGLGVTTVHGNLTAGHGLLVELIITFQLVFTIFASCDSKRTDVTGSVALAIGFSVAIGHLFAINYTGASMNPARSFGPAVIMGNWENHWIYWVGPIIGAVLAGALYEYVFCPDVELKRRLKEAFSKAAQQTKGSYMEVEDNRSQVETEDLILKPGVVH.... Result: 1 (interaction). (5) The miRNA is hsa-miR-4685-3p with sequence UCUCCCUUCCUGCCCUGGCUAG. The protein sequence of the target gene is MAAALLLALAFTLLSGQGACAAAGFLKAPLSQERWAGGSVVLHCEAVGSPIPEIQWWFEGNAPNDSCSQLWDGARLDRVHIHAAYRQHAASSLSVDGLTAEDTGTYECRASSDPDRNHLTRPPRVKWVRAQASVVVLEPGTIQTSVQEVNSKTQLTCSLNSSGVDIVGHRWMRGGKVLQEDTLPDLHTKYIVDADDRSGEYSCIFLPEPVGRSEINVEGPPRIKVGKKSEHSSEGELAKLVCKSDASYPPITDWFWFKTSDTGEEEAITNSTEANGKYVVVSTPEKSQLTISNLDVNVDP.... Result: 0 (no interaction). (6) The protein sequence of the target gene is MAEGEITTFTALTEKFNLPPGNYKKPKLLYCSNGGHFLRILPDGTVDGTRDRSDQHIQLQLSAESVGEVYIKSTETGQYLAMDTDGLLYGSQTPNEECLFLERLEENHYNTYISKKHAEKNWFVGLKKNGSCKRGPRTHYGQKAILFLPLPVSSD. Result: 0 (no interaction). The miRNA is hsa-miR-125a-5p with sequence UCCCUGAGACCCUUUAACCUGUGA.